This data is from Full USPTO retrosynthesis dataset with 1.9M reactions from patents (1976-2016). The task is: Predict the reactants needed to synthesize the given product. (1) Given the product [C:25]([N:12]1[CH:11]=[CH:10][C:9]2[C:14](=[CH:15][C:16]([O:17][CH3:18])=[C:7]([O:6][CH3:5])[CH:8]=2)[CH:13]1[C:23]#[N:24])(=[O:32])[C:26]1[CH:31]=[CH:30][CH:29]=[CH:28][CH:27]=1, predict the reactants needed to synthesize it. The reactants are: [Cl-].[Al+3].[Cl-].[Cl-].[CH3:5][O:6][C:7]1[CH:8]=[C:9]2[C:14](=[CH:15][C:16]=1[O:17][CH3:18])[CH:13]=[N:12][CH:11]=[CH:10]2.C[Si]([C:23]#[N:24])(C)C.[C:25](Cl)(=[O:32])[C:26]1[CH:31]=[CH:30][CH:29]=[CH:28][CH:27]=1. (2) Given the product [Cl:2][C:3]1[CH:4]=[CH:5][C:6]([C@@H:9]2[N:15]([C:37]([CH:34]3[CH2:35][CH2:36][O:31][CH2:32][CH2:33]3)=[O:38])[CH2:14][C:13]3[CH:16]=[CH:17][C:18]([C:20]([O:22][CH3:23])=[O:21])=[CH:19][C:12]=3[O:11][CH2:10]2)=[CH:7][CH:8]=1, predict the reactants needed to synthesize it. The reactants are: Cl.[Cl:2][C:3]1[CH:8]=[CH:7][C:6]([C@@H:9]2[NH:15][CH2:14][C:13]3[CH:16]=[CH:17][C:18]([C:20]([O:22][CH3:23])=[O:21])=[CH:19][C:12]=3[O:11][CH2:10]2)=[CH:5][CH:4]=1.CCN(CC)CC.[O:31]1[CH2:36][CH2:35][CH:34]([C:37](O)=[O:38])[CH2:33][CH2:32]1.ClC(Cl)C. (3) Given the product [CH2:1]([O:3][C:4]([C:6]1[C:14]2[C:9](=[CH:10][CH:11]=[C:12]([O:15][C:50]3[C:49]([C:48]([O:47][CH3:46])=[O:57])=[CH:54][CH:53]=[C:52]([CH3:55])[N:51]=3)[CH:13]=2)[N:8]([C:26]2[CH:27]=[CH:28][C:29]([O:32][CH:33]([CH3:35])[CH3:34])=[CH:30][CH:31]=2)[C:7]=1[CH2:36][C:37]([O:39][CH2:58][CH3:59])=[O:38])=[O:5])[CH3:2], predict the reactants needed to synthesize it. The reactants are: [CH2:1]([O:3][C:4]([C:6]1[C:14]2[C:9](=[CH:10][CH:11]=[C:12]([O:15]C3C=CC(C(F)(F)F)=CN=3)[CH:13]=2)[N:8]([C:26]2[CH:31]=[CH:30][C:29]([O:32][CH:33]([CH3:35])[CH3:34])=[CH:28][CH:27]=2)[C:7]=1[CH2:36][C:37]([OH:39])=[O:38])=[O:5])[CH3:2].C([O-])([O-])=O.[K+].[K+].[CH3:46][O:47][C:48](=[O:57])[C:49]1[CH:54]=[CH:53][C:52]([CH3:55])=[N:51][C:50]=1Cl.[CH2:58]1OCCOCCOCCOCCOCCO[CH2:59]1. (4) Given the product [F:57][C:54]1[C:55]2[CH:56]=[C:43]3[C:42]4[N:41]=[C:40]([C:13]5[C:12]([N:14]([CH3:19])[S:15]([CH3:18])(=[O:17])=[O:16])=[CH:11][C:10]6[O:7][C:6]([C:29]7[CH:59]=[CH:58][C:32]([C:35]([F:37])([F:38])[F:36])=[CH:33][CH:34]=7)=[C:5]([C:3]([NH:2][CH3:1])=[O:4])[C:9]=6[CH:8]=5)[CH:49]=[CH:48][C:47]=4[CH2:46][CH2:45][N:44]3[C:50]=2[CH:51]=[CH:52][CH:53]=1, predict the reactants needed to synthesize it. The reactants are: [CH3:1][NH:2][C:3]([C:5]1[C:9]2[CH:10]=[C:11](B3OC(C)(C)C(C)(C)O3)[C:12]([N:14]([CH3:19])[S:15]([CH3:18])(=[O:17])=[O:16])=[CH:13][C:8]=2[O:7][C:6]=1[C:29]1C=N[C:32]([C:35]([F:38])([F:37])[F:36])=[CH:33][CH:34]=1)=[O:4].Cl[C:40]1[CH:49]=[CH:48][C:47]2[CH2:46][CH2:45][N:44]3[C:50]4[CH:51]=[CH:52][CH:53]=[C:54]([F:57])[C:55]=4[CH:56]=[C:43]3[C:42]=2[N:41]=1.[CH3:58][CH:59](C1C=C(C(C)C)C(C2C=CC=CC=2P(C2CCCCC2)C2CCCCC2)=C(C(C)C)C=1)C.CC(=O)OCC. (5) Given the product [OH:20][CH2:19][CH:4]1[CH:5]2[O:18][C:23]([CH3:25])([CH3:24])[O:17][CH:6]2[CH:7]([N:9]2[CH:16]=[CH:15][C:13](=[O:14])[NH:12][C:10]2=[O:11])[O:8]1, predict the reactants needed to synthesize it. The reactants are: N([C@:4]1([CH2:19][OH:20])[O:8][C@@H:7]([N:9]2[CH:16]=[CH:15][C:13](=[O:14])[NH:12][C:10]2=[O:11])[C@H:6]([OH:17])[C@@H:5]1[OH:18])=[N+]=[N-].CO[C:23](OC)([CH3:25])[CH3:24].